Dataset: Forward reaction prediction with 1.9M reactions from USPTO patents (1976-2016). Task: Predict the product of the given reaction. Given the reactants [Br:1][C:2]1[C:7]2[N:8]=[C:9]([C:11]3[CH:16]=[CH:15][CH:14]=[C:13]([O:17]C)[C:12]=3[CH:19]([CH3:21])[CH3:20])[S:10][C:6]=2[CH:5]=[C:4]([O:22]C)[CH:3]=1.B(Br)(Br)Br, predict the reaction product. The product is: [Br:1][C:2]1[C:7]2[N:8]=[C:9]([C:11]3[CH:16]=[CH:15][CH:14]=[C:13]([OH:17])[C:12]=3[CH:19]([CH3:20])[CH3:21])[S:10][C:6]=2[CH:5]=[C:4]([OH:22])[CH:3]=1.